Predict the reaction yield, written as a fraction of the theoretical maximum amount of product (1.0 means a 100% yield; for example, 0.34 means a 34% yield). From a dataset of Reaction yield outcomes from USPTO patents with 853,638 reactions. The reactants are [F:1][C:2]1[C:3]([N+:16]([O-])=O)=[CH:4][C:5]([N+:13]([O-])=O)=[C:6]([CH:8]=[CH:9]N(C)C)[CH:7]=1. The catalyst is CCO.[Ni]. The product is [F:1][C:2]1[CH:7]=[C:6]2[C:5](=[CH:4][C:3]=1[NH2:16])[NH:13][CH:9]=[CH:8]2. The yield is 0.160.